This data is from Ames mutagenicity test results for genotoxicity prediction. The task is: Regression/Classification. Given a drug SMILES string, predict its toxicity properties. Task type varies by dataset: regression for continuous values (e.g., LD50, hERG inhibition percentage) or binary classification for toxic/non-toxic outcomes (e.g., AMES mutagenicity, cardiotoxicity, hepatotoxicity). Dataset: ames. The compound is CCCOC(=O)c1ccc(O)cc1. The result is 0 (non-mutagenic).